From a dataset of Full USPTO retrosynthesis dataset with 1.9M reactions from patents (1976-2016). Predict the reactants needed to synthesize the given product. (1) Given the product [C:7]([N:11]1[C:18]([CH:21]=[O:22])=[CH:17][N:16]=[C:15]1[CH:12]1[CH2:14][CH2:13]1)([CH3:10])([CH3:9])[CH3:8], predict the reactants needed to synthesize it. The reactants are: C1(C(N)=O)CC1.[C:7]([NH2:11])([CH3:10])([CH3:9])[CH3:8].[CH:12]1([C:15]2N(C)[C:18]([CH:21]=[O:22])=[CH:17][N:16]=2)[CH2:14][CH2:13]1. (2) Given the product [CH:40]1([N:38]2[CH:39]=[C:35]([NH:34][C:28]3[C:29](=[O:33])[N:30]([CH3:32])[CH:31]=[C:26]([C:7]4[C:6]([CH2:5][OH:4])=[C:11]([N:12]5[CH2:24][CH2:23][N:15]6[C:16]7[CH2:17][CH2:18][CH2:19][CH2:20][C:21]=7[CH:22]=[C:14]6[C:13]5=[O:25])[CH:10]=[CH:9][CH:8]=4)[N:27]=3)[CH:36]=[N:37]2)[CH2:42][CH2:41]1, predict the reactants needed to synthesize it. The reactants are: C([O:4][CH2:5][C:6]1[C:11]([N:12]2[CH2:24][CH2:23][N:15]3[C:16]4[CH2:17][CH2:18][CH2:19][CH2:20][C:21]=4[CH:22]=[C:14]3[C:13]2=[O:25])=[CH:10][CH:9]=[CH:8][C:7]=1[C:26]1[N:27]=[C:28]([NH:34][C:35]2[CH:36]=[N:37][N:38]([CH:40]3[CH2:42][CH2:41]3)[CH:39]=2)[C:29](=[O:33])[N:30]([CH3:32])[CH:31]=1)(=O)C.C1COCC1.CC(O)C.O[Li].O.